This data is from Reaction yield outcomes from USPTO patents with 853,638 reactions. The task is: Predict the reaction yield, written as a fraction of the theoretical maximum amount of product (1.0 means a 100% yield; for example, 0.34 means a 34% yield). (1) The reactants are [C:1]([CH2:4][CH2:5][C:6]1[C:18]([CH2:19][CH2:20][CH2:21][CH2:22][CH2:23][CH2:24][O:25][C:26]2[CH:27]=[C:28]([C:33]3[CH:38]=[CH:37][CH:36]=[C:35]([F:39])[CH:34]=3)[CH:29]=[C:30](I)[CH:31]=2)=[CH:17][CH:16]=[CH:15][C:7]=1[O:8][CH2:9][CH2:10][CH2:11][C:12]([OH:14])=[O:13])([OH:3])=[O:2].[NH:40]1[C:48]2[C:43](=[CH:44][C:45](B(O)O)=[CH:46][CH:47]=2)[CH:42]=[CH:41]1. No catalyst specified. The product is [C:1]([CH2:4][CH2:5][C:6]1[C:18]([CH2:19][CH2:20][CH2:21][CH2:22][CH2:23][CH2:24][O:25][C:26]2[CH:27]=[C:28]([C:33]3[CH:38]=[CH:37][CH:36]=[C:35]([F:39])[CH:34]=3)[CH:29]=[C:30]([C:45]3[CH:44]=[C:43]4[C:48](=[CH:47][CH:46]=3)[NH:40][CH:41]=[CH:42]4)[CH:31]=2)=[CH:17][CH:16]=[CH:15][C:7]=1[O:8][CH2:9][CH2:10][CH2:11][C:12]([OH:14])=[O:13])([OH:3])=[O:2]. The yield is 0.310. (2) The reactants are [S:1]1[CH:5]=[CH:4][CH:3]=[C:2]1[CH:6]=O.[N:8]([CH2:11][C:12]([O:14][CH2:15][CH3:16])=[O:13])=[N+:9]=[N-:10].[O-]CC.[Na+].Cl. The catalyst is C1(C)C=CC=CC=1.C(O)C. The product is [CH2:15]([O:14][C:12](=[O:13])[C:11]([N:8]=[N+:9]=[N-:10])=[CH:6][C:2]1[S:1][CH:5]=[CH:4][CH:3]=1)[CH3:16]. The yield is 0.550. (3) The reactants are [CH:1](=O)[C:2]1[CH:7]=[CH:6][CH:5]=[CH:4][CH:3]=1.S([O-])(O)=O.[Na+].[NH2:14][C:15]1[CH:16]=[C:17]([CH:22]=[CH:23][C:24]=1[NH2:25])[C:18]([O:20][CH3:21])=[O:19]. The catalyst is C(O)C.O. The product is [C:2]1([C:1]2[NH:14][C:15]3[CH:16]=[C:17]([C:18]([O:20][CH3:21])=[O:19])[CH:22]=[CH:23][C:24]=3[N:25]=2)[CH:7]=[CH:6][CH:5]=[CH:4][CH:3]=1. The yield is 0.970. (4) The yield is 1.07. The product is [O:1]=[C:2]1[CH:11]=[CH:10][C:9]2[C:4](=[CH:5][C:6]([C:12]#[N:13])=[CH:7][CH:8]=2)[N:3]1[CH2:14][CH:15]=[O:18]. The catalyst is O1CCOCC1.O.O=[Os](=O)(=O)=O. The reactants are [O:1]=[C:2]1[CH:11]=[CH:10][C:9]2[C:4](=[CH:5][C:6]([C:12]#[N:13])=[CH:7][CH:8]=2)[N:3]1[CH2:14][CH:15]=C.I([O-])(=O)(=O)=[O:18].[Na+]. (5) The reactants are [CH:1]([C:3]1[CH:4]=[C:5]2[C:10](=[CH:11][CH:12]=1)[C:9](=[O:13])[NH:8][N:7]=[CH:6]2)=[CH2:2].C([O-])([O-])=O.[Cs+].[Cs+].Br[CH2:21][C:22]([O:24][CH2:25][CH3:26])=[O:23]. The catalyst is CN(C=O)C. The product is [O:13]=[C:9]1[C:10]2[C:5](=[CH:4][C:3]([CH:1]=[CH2:2])=[CH:12][CH:11]=2)[CH:6]=[N:7][N:8]1[CH2:21][C:22]([O:24][CH2:25][CH3:26])=[O:23]. The yield is 0.450. (6) The reactants are [NH2:1][C:2]1[C:10]([I:11])=[CH:9][C:5]([C:6]([OH:8])=O)=[CH:4][N:3]=1.C(N(CC)C(C)C)(C)C.[CH3:21][S@:22]([C:25]1[CH:30]=[CH:29][CH:28]=[CH:27][CH:26]=1)(=[NH:24])=[O:23].F[P-](F)(F)(F)(F)F.N1(O[P+](N(C)C)(N(C)C)N(C)C)C2C=CC=CC=2N=N1. The catalyst is CN(C=O)C.CCOC(C)=O. The product is [NH2:1][C:2]1[C:10]([I:11])=[CH:9][C:5]([C:6]([N:24]=[S@@:22]([CH3:21])(=[O:23])[C:25]2[CH:30]=[CH:29][CH:28]=[CH:27][CH:26]=2)=[O:8])=[CH:4][N:3]=1. The yield is 0.710.